From a dataset of Full USPTO retrosynthesis dataset with 1.9M reactions from patents (1976-2016). Predict the reactants needed to synthesize the given product. (1) Given the product [O:13]=[C:14]1[C:18]([C:25]2[CH:26]=[CH:27][CH:28]=[CH:29][CH:30]=2)([C:19]2[CH:24]=[CH:23][CH:22]=[CH:21][CH:20]=2)[CH2:17][CH2:16][N:15]1[CH2:31][C:32]([NH:10][CH2:9][C:6]1[CH:5]=[CH:4][C:3]([C:2]([F:11])([F:12])[F:1])=[CH:8][CH:7]=1)=[O:33], predict the reactants needed to synthesize it. The reactants are: [F:1][C:2]([F:12])([F:11])[C:3]1[CH:8]=[CH:7][C:6]([CH2:9][NH2:10])=[CH:5][CH:4]=1.[O:13]=[C:14]1[C:18]([C:25]2[CH:30]=[CH:29][CH:28]=[CH:27][CH:26]=2)([C:19]2[CH:24]=[CH:23][CH:22]=[CH:21][CH:20]=2)[CH2:17][CH2:16][N:15]1[CH2:31][C:32](O)=[O:33].Cl.C(N=C=NCCCN(C)C)C. (2) Given the product [CH2:1]([C:3]1[C:4]([NH:12][C@H:13]2[C@@H:17]([O:18][CH2:19][CH3:20])[CH2:16][N:15]([C:21]([O:23][CH3:24])=[O:22])[CH2:14]2)=[N:5][C:6]([CH2:10][CH3:11])=[C:7]([C:28]2[CH:29]=[C:30]3[C:34](=[CH:35][C:27]=2[O:26][CH3:25])[CH2:33][CH2:32][CH2:31]3)[N:8]=1)[CH3:2], predict the reactants needed to synthesize it. The reactants are: [CH2:1]([C:3]1[C:4]([NH:12][C@H:13]2[C@@H:17]([O:18][CH2:19][CH3:20])[CH2:16][N:15]([C:21]([O:23][CH3:24])=[O:22])[CH2:14]2)=[N:5][C:6]([CH2:10][CH3:11])=[C:7](I)[N:8]=1)[CH3:2].[CH3:25][O:26][C:27]1[CH:35]=[C:34]2[C:30]([CH2:31][CH2:32][CH2:33]2)=[CH:29][C:28]=1B(O)O.C([O-])([O-])=O.[Na+].[Na+].C([O-])(O)=O.[Na+]. (3) Given the product [Br:1][C:2]1[CH:7]=[CH:6][C:5]([C@@H:8]([N:10]([CH2:11][CH2:12][C@@:13]([OH:19])([C:20]2[CH:21]=[CH:22][CH:23]=[CH:24][CH:25]=2)[CH2:14][C:15]([OH:17])([CH3:18])[CH3:16])[C:27](=[O:28])[O:29][C:30]2[CH:35]=[CH:34][CH:33]=[CH:32][CH:31]=2)[CH3:9])=[CH:4][CH:3]=1, predict the reactants needed to synthesize it. The reactants are: [Br:1][C:2]1[CH:7]=[CH:6][C:5]([C@@H:8]([NH:10][CH2:11][CH2:12][C@:13]([C:20]2[CH:25]=[CH:24][CH:23]=[CH:22][CH:21]=2)([OH:19])[CH2:14][C:15]([CH3:18])([OH:17])[CH3:16])[CH3:9])=[CH:4][CH:3]=1.Cl[C:27]([O:29][C:30]1[CH:35]=[CH:34][CH:33]=[CH:32][CH:31]=1)=[O:28].